From a dataset of Full USPTO retrosynthesis dataset with 1.9M reactions from patents (1976-2016). Predict the reactants needed to synthesize the given product. (1) Given the product [CH3:37][C:27]1[CH:32]=[CH:31][C:30]([S:33]([O:17][CH2:16][CH:15]([OH:18])[CH2:14][C:10]2[CH:11]=[CH:12][CH:13]=[C:8]([CH2:1][C:2]3[CH:3]=[CH:4][CH:5]=[CH:6][CH:7]=3)[C:9]=2[O:19][CH2:20][C:21]2[CH:26]=[CH:25][CH:24]=[CH:23][CH:22]=2)(=[O:35])=[O:34])=[CH:29][CH:28]=1, predict the reactants needed to synthesize it. The reactants are: [CH2:1]([C:8]1[C:9]([O:19][CH2:20][C:21]2[CH:26]=[CH:25][CH:24]=[CH:23][CH:22]=2)=[C:10]([CH2:14][CH:15]([OH:18])[CH2:16][OH:17])[CH:11]=[CH:12][CH:13]=1)[C:2]1[CH:7]=[CH:6][CH:5]=[CH:4][CH:3]=1.[C:27]1([CH3:37])[CH:32]=[CH:31][C:30]([S:33](Cl)(=[O:35])=[O:34])=[CH:29][CH:28]=1.CC1C=CC(S(OCC(O)CC2C=CC(OC)=CC=2OCC2C=CC=CC=2)(=O)=O)=CC=1. (2) The reactants are: [NH:1]1[CH:5]=[C:4]([C:6]2[CH:22]=[CH:21][C:9]3[C:10]4[N:11]=[C:12]([C:18]([OH:20])=O)[S:13][C:14]=4[CH2:15][CH2:16][O:17][C:8]=3[CH:7]=2)[CH:3]=[N:2]1.[CH3:23][O:24][CH2:25][CH:26]1[CH2:31][CH2:30][NH:29][CH2:28][CH2:27]1. Given the product [CH3:23][O:24][CH2:25][CH:26]1[CH2:31][CH2:30][N:29]([C:18]([C:12]2[S:13][C:14]3[CH2:15][CH2:16][O:17][C:8]4[CH:7]=[C:6]([C:4]5[CH:3]=[N:2][NH:1][CH:5]=5)[CH:22]=[CH:21][C:9]=4[C:10]=3[N:11]=2)=[O:20])[CH2:28][CH2:27]1, predict the reactants needed to synthesize it. (3) Given the product [CH:24]1[C:25]2[CH:13]([CH2:12][O:11][C:9]([N:36]3[CH2:35][CH2:34][C:33]([C:30]4[CH:29]=[CH:28][C:27]([Br:26])=[CH:32][CH:31]=4)([C:39]([OH:41])=[O:40])[CH2:38][CH2:37]3)=[O:10])[C:14]3[C:19](=[CH:18][CH:17]=[CH:16][CH:15]=3)[C:20]=2[CH:21]=[CH:22][CH:23]=1, predict the reactants needed to synthesize it. The reactants are: C1C(=O)N(O[C:9]([O:11][CH2:12][CH:13]2[C:25]3[C:20](=[CH:21][CH:22]=[CH:23][CH:24]=3)[C:19]3[C:14]2=[CH:15][CH:16]=[CH:17][CH:18]=3)=[O:10])C(=O)C1.[Br:26][C:27]1[CH:32]=[CH:31][C:30]([C:33]2([C:39]([OH:41])=[O:40])[CH2:38][CH2:37][NH:36][CH2:35][CH2:34]2)=[CH:29][CH:28]=1.Cl.